This data is from hERG potassium channel inhibition data for cardiac toxicity prediction from Karim et al.. The task is: Regression/Classification. Given a drug SMILES string, predict its toxicity properties. Task type varies by dataset: regression for continuous values (e.g., LD50, hERG inhibition percentage) or binary classification for toxic/non-toxic outcomes (e.g., AMES mutagenicity, cardiotoxicity, hepatotoxicity). Dataset: herg_karim. (1) The compound is N#Cc1ccc2cc1Oc1ccc3cccc(c3c1)N1CC[C@H](NCc3cncn3C2)C1=O. The result is 0 (non-blocker). (2) The compound is O=C(Nc1ccc(-c2nnc(NCCCCN3CCCCC3)o2)cc1)C1CCCCC1. The result is 0 (non-blocker). (3) The compound is CCOC(=O)C1=C(CNC(Cc2ccccc2)C(=O)O)NC(c2nccs2)=NC1c1ccc(F)cc1Br. The result is 1 (blocker).